From a dataset of Full USPTO retrosynthesis dataset with 1.9M reactions from patents (1976-2016). Predict the reactants needed to synthesize the given product. Given the product [CH2:1]([N:8]1[CH:12]=[C:11]([C:13]2[C:21]3[C:16](=[N:17][CH:18]=[C:19]([C:22]4[CH:23]=[C:24]([NH:28][S:29]([CH3:32])(=[O:31])=[O:30])[CH:25]=[CH:26][CH:27]=4)[CH:20]=3)[NH:15][CH:14]=2)[CH:10]=[N:9]1)[C:2]1[CH:7]=[CH:6][CH:5]=[CH:4][CH:3]=1, predict the reactants needed to synthesize it. The reactants are: [CH2:1]([N:8]1[CH:12]=[C:11]([C:13]2[C:21]3[C:16](=[N:17][CH:18]=[C:19]([C:22]4[CH:23]=[C:24]([NH:28][S:29]([CH3:32])(=[O:31])=[O:30])[CH:25]=[CH:26][CH:27]=4)[CH:20]=3)[N:15](S(C3C=CC(C)=CC=3)(=O)=O)[CH:14]=2)[CH:10]=[N:9]1)[C:2]1[CH:7]=[CH:6][CH:5]=[CH:4][CH:3]=1.[OH-].[Li+].